From a dataset of KCNQ2 potassium channel screen with 302,405 compounds. Binary Classification. Given a drug SMILES string, predict its activity (active/inactive) in a high-throughput screening assay against a specified biological target. (1) The molecule is s1c(N(CC(C)C)C(=O)c2occc2)nc2c1cccc2. The result is 0 (inactive). (2) The result is 0 (inactive). The molecule is O=c1n(c(nc2c1cc([N+]([O-])=O)cc2)CN1CCN(CC1)Cc1ccccc1)c1c(OC)cc(OC)cc1. (3) The compound is FC(F)(F)c1c(cnc(Oc2ccc(NC(=O)NC(=O)c3c(OC)cccc3OC)cc2)c1)C(OC)=O. The result is 0 (inactive). (4) The compound is O1CCN(CCCN\C=C2\C(=O)c3c(C2=O)cccc3)CC1. The result is 0 (inactive). (5) The molecule is O=C1N(C(=O)C2C1CC=CC2)c1cc(c(N2CCCCC2)cc1)C(=O)Nc1ccc(cc1)C. The result is 0 (inactive). (6) The drug is O(C(=O)C(/N1CCCc2c1cccc2)=N/Nc1ccccc1)CC. The result is 0 (inactive). (7) The molecule is Clc1c(c2noc(c2C(=O)N2CC(CCC2)C(OCC)=O)C)cccc1. The result is 0 (inactive). (8) The drug is O=C1C(/c2c(C=C1)cccc2)=C\NNc1nonc1N. The result is 0 (inactive).